From a dataset of NCI-60 drug combinations with 297,098 pairs across 59 cell lines. Regression. Given two drug SMILES strings and cell line genomic features, predict the synergy score measuring deviation from expected non-interaction effect. (1) Drug 1: COC1=C(C=C2C(=C1)N=CN=C2NC3=CC(=C(C=C3)F)Cl)OCCCN4CCOCC4. Drug 2: CN(CCCl)CCCl.Cl. Cell line: HS 578T. Synergy scores: CSS=15.1, Synergy_ZIP=3.77, Synergy_Bliss=8.03, Synergy_Loewe=-1.78, Synergy_HSA=2.01. (2) Drug 2: C1=NC(=NC(=O)N1C2C(C(C(O2)CO)O)O)N. Synergy scores: CSS=10.2, Synergy_ZIP=-4.36, Synergy_Bliss=0.763, Synergy_Loewe=1.89, Synergy_HSA=1.66. Drug 1: COC1=C(C=C2C(=C1)N=CN=C2NC3=CC(=C(C=C3)F)Cl)OCCCN4CCOCC4. Cell line: MCF7. (3) Synergy scores: CSS=43.9, Synergy_ZIP=1.87, Synergy_Bliss=-2.30, Synergy_Loewe=-14.2, Synergy_HSA=1.82. Cell line: SK-MEL-5. Drug 1: CNC(=O)C1=NC=CC(=C1)OC2=CC=C(C=C2)NC(=O)NC3=CC(=C(C=C3)Cl)C(F)(F)F. Drug 2: CC1=C(C(=O)C2=C(C1=O)N3CC4C(C3(C2COC(=O)N)OC)N4)N. (4) Drug 1: C1CCN(CC1)CCOC2=CC=C(C=C2)C(=O)C3=C(SC4=C3C=CC(=C4)O)C5=CC=C(C=C5)O. Drug 2: C(CN)CNCCSP(=O)(O)O. Cell line: HOP-62. Synergy scores: CSS=-1.54, Synergy_ZIP=1.98, Synergy_Bliss=2.41, Synergy_Loewe=-3.24, Synergy_HSA=-3.02. (5) Drug 1: CCC1(CC2CC(C3=C(CCN(C2)C1)C4=CC=CC=C4N3)(C5=C(C=C6C(=C5)C78CCN9C7C(C=CC9)(C(C(C8N6C)(C(=O)OC)O)OC(=O)C)CC)OC)C(=O)OC)O.OS(=O)(=O)O. Drug 2: C1=CC=C(C(=C1)C(C2=CC=C(C=C2)Cl)C(Cl)Cl)Cl. Cell line: MCF7. Synergy scores: CSS=5.21, Synergy_ZIP=-6.09, Synergy_Bliss=-7.76, Synergy_Loewe=-28.2, Synergy_HSA=-7.64. (6) Drug 1: CC12CCC3C(C1CCC2O)C(CC4=C3C=CC(=C4)O)CCCCCCCCCS(=O)CCCC(C(F)(F)F)(F)F. Drug 2: CN(C(=O)NC(C=O)C(C(C(CO)O)O)O)N=O. Cell line: COLO 205. Synergy scores: CSS=-3.02, Synergy_ZIP=11.9, Synergy_Bliss=13.0, Synergy_Loewe=2.89, Synergy_HSA=1.51. (7) Drug 1: CC12CCC3C(C1CCC2=O)CC(=C)C4=CC(=O)C=CC34C. Drug 2: C1=C(C(=O)NC(=O)N1)F. Cell line: HT29. Synergy scores: CSS=36.5, Synergy_ZIP=-11.4, Synergy_Bliss=-20.4, Synergy_Loewe=-19.8, Synergy_HSA=-17.0.